From a dataset of Reaction yield outcomes from USPTO patents with 853,638 reactions. Predict the reaction yield, written as a fraction of the theoretical maximum amount of product (1.0 means a 100% yield; for example, 0.34 means a 34% yield). (1) The reactants are C(O)(C(F)(F)F)=O.[CH3:8][O:9][C:10]1[CH:27]=[CH:26][C:13]([CH2:14][C:15]2[N:19]=[C:18]([CH:20]3[CH2:25][CH2:24][NH:23][CH2:22][CH2:21]3)[O:17][N:16]=2)=[CH:12][CH:11]=1.[C:28]([N:36]1[CH2:41][CH2:40][C:39]([CH2:48][CH:49]=O)([C:42]2[CH:47]=[CH:46][CH:45]=[CH:44][CH:43]=2)[CH2:38][CH2:37]1)(=[O:35])[C:29]1[CH:34]=[CH:33][CH:32]=[CH:31][CH:30]=1.[BH-](OC(C)=O)(OC(C)=O)OC(C)=O.[Na+].C([O-])(O)=O.[Na+].C([O-])=O. The catalyst is C(Cl)Cl. The product is [C:28]([N:36]1[CH2:37][CH2:38][C:39]([CH2:48][CH2:49][N:23]2[CH2:24][CH2:25][CH:20]([C:18]3[O:17][N:16]=[C:15]([CH2:14][C:13]4[CH:12]=[CH:11][C:10]([O:9][CH3:8])=[CH:27][CH:26]=4)[N:19]=3)[CH2:21][CH2:22]2)([C:42]2[CH:47]=[CH:46][CH:45]=[CH:44][CH:43]=2)[CH2:40][CH2:41]1)(=[O:35])[C:29]1[CH:30]=[CH:31][CH:32]=[CH:33][CH:34]=1. The yield is 0.380. (2) The reactants are O1CCOCC1.Cl.[NH2:8][OH:9].[OH-].[Na+].C[O:13][C:14](=O)[CH:15]=[CH:16][C:17]1[CH:22]=[CH:21][C:20]([NH:23][S:24]([C:27]2[CH:32]=[CH:31][CH:30]=[CH:29][CH:28]=2)(=[O:26])=[O:25])=[CH:19][CH:18]=1. The catalyst is O.CO. The product is [C:27]1([S:24]([NH:23][C:20]2[CH:21]=[CH:22][C:17]([CH:16]=[CH:15][C:14]([NH:8][OH:9])=[O:13])=[CH:18][CH:19]=2)(=[O:26])=[O:25])[CH:32]=[CH:31][CH:30]=[CH:29][CH:28]=1. The yield is 0.310. (3) The reactants are [Cl:1][C:2]1[CH:3]=[C:4]([CH:8]=[CH:9][C:10]=1[N:11]([CH2:28][CH2:29][OH:30])[C:12]([C:14]1[S:27][C:17]2[C:18]3[CH:26]=[CH:25][CH:24]=[CH:23][C:19]=3[O:20][CH2:21][CH2:22][C:16]=2[CH:15]=1)=[O:13])[C:5](O)=[O:6].[NH2:31][C:32]1[CH:36]=[C:35]([CH3:37])[NH:34][N:33]=1. No catalyst specified. The product is [NH2:31][C:32]1[CH:36]=[C:35]([CH3:37])[N:34]([C:5]([C:4]2[CH:8]=[CH:9][C:10]([N:11]([CH2:28][CH2:29][OH:30])[C:12]([C:14]3[S:27][C:17]4[C:18]5[CH:26]=[CH:25][CH:24]=[CH:23][C:19]=5[O:20][CH2:21][CH2:22][C:16]=4[CH:15]=3)=[O:13])=[C:2]([Cl:1])[CH:3]=2)=[O:6])[N:33]=1. The yield is 0.250.